Dataset: Peptide-MHC class II binding affinity with 134,281 pairs from IEDB. Task: Regression. Given a peptide amino acid sequence and an MHC pseudo amino acid sequence, predict their binding affinity value. This is MHC class II binding data. (1) The peptide sequence is TSQVILFQQEDFTIV. The MHC is DRB1_0101 with pseudo-sequence DRB1_0101. The binding affinity (normalized) is 0.439. (2) The MHC is HLA-DPA10103-DPB10301 with pseudo-sequence HLA-DPA10103-DPB10301. The peptide sequence is FFALCVLGLVAAALP. The binding affinity (normalized) is 0.576. (3) The peptide sequence is GGACGYKDVDKPPFS. The MHC is DRB1_1101 with pseudo-sequence DRB1_1101. The binding affinity (normalized) is 0.200.